This data is from Full USPTO retrosynthesis dataset with 1.9M reactions from patents (1976-2016). The task is: Predict the reactants needed to synthesize the given product. (1) Given the product [NH2:31][C:29]1[N:30]=[C:7]([OH:8])[C:6]([CH2:5][C:4]2[CH:17]=[C:18]([O:22][CH3:23])[C:19]([O:20][CH3:21])=[C:2]([I:1])[CH:3]=2)=[C:12]([CH2:13][CH2:14][CH3:15])[N:28]=1, predict the reactants needed to synthesize it. The reactants are: [I:1][C:2]1[CH:3]=[C:4]([CH:17]=[C:18]([O:22][CH3:23])[C:19]=1[O:20][CH3:21])[CH2:5][CH:6]([C:12](=O)[CH2:13][CH2:14][CH3:15])[C:7](OCC)=[O:8].C(=O)(O)O.[NH2:28][C:29]([NH2:31])=[NH:30]. (2) Given the product [CH3:23][N:20]1[C:21](=[O:22])[CH:15]([NH:14][C:12]([C@@H:11]([O:10][C:8](=[O:9])[NH:7][C:1]2[CH:6]=[CH:5][CH:4]=[CH:3][CH:2]=2)[CH3:32])=[O:13])[C:16]2[CH:31]=[CH:30][CH:29]=[CH:28][C:17]=2[C:18]2[CH:27]=[CH:26][CH:25]=[CH:24][C:19]1=2, predict the reactants needed to synthesize it. The reactants are: [C:1]1([N:7]=[C:8]=[O:9])[CH:6]=[CH:5][CH:4]=[CH:3][CH:2]=1.[OH:10][C@@H:11]([CH3:32])[C:12]([NH:14][CH:15]1[C:21](=[O:22])[N:20]([CH3:23])[C:19]2[CH:24]=[CH:25][CH:26]=[CH:27][C:18]=2[C:17]2[CH:28]=[CH:29][CH:30]=[CH:31][C:16]1=2)=[O:13]. (3) Given the product [CH3:1][O:2][C:3]1[C:8]([CH2:9][C:10]([OH:16])=[O:12])=[CH:7][CH:6]=[CH:5][N:4]=1, predict the reactants needed to synthesize it. The reactants are: [CH3:1][O:2][C:3]1[C:8]([CH2:9][C:10]#N)=[CH:7][CH:6]=[CH:5][N:4]=1.[OH-:12].[Na+].Cl.C[OH:16]. (4) Given the product [C:2]12([CH2:12][NH:13][C:14]([C:16]3[C:17]4[N:18]([N:22]=[C:23]([CH2:28][C:29]([OH:31])=[O:30])[CH:24]=4)[CH:19]=[CH:20][CH:21]=3)=[O:15])[CH2:11][CH:6]3[CH2:5][CH:4]([CH2:10][CH:8]([CH2:7]3)[CH2:9]1)[CH2:3]2, predict the reactants needed to synthesize it. The reactants are: Cl.[C:2]12([CH2:12][NH:13][C:14]([C:16]3[C:17]4[N:18]([N:22]=[C:23](CC#N)[CH:24]=4)[CH:19]=[CH:20][CH:21]=3)=[O:15])[CH2:11][CH:6]3[CH2:7][CH:8]([CH2:10][CH:4]([CH2:5]3)[CH2:3]1)[CH2:9]2.[CH3:28][C:29]([OH:31])=[O:30]. (5) Given the product [N:15]1[CH:20]=[CH:19][CH:18]=[CH:17][C:16]=1[CH:21]=[N:13][CH:8]([CH2:9][CH:10]([CH3:11])[CH3:12])[C:7]([O:6][C:2]([CH3:3])([CH3:5])[CH3:4])=[O:14], predict the reactants needed to synthesize it. The reactants are: Cl.[C:2]([O:6][C:7](=[O:14])[CH:8]([NH2:13])[CH2:9][CH:10]([CH3:12])[CH3:11])([CH3:5])([CH3:4])[CH3:3].[N:15]1[CH:20]=[CH:19][CH:18]=[CH:17][C:16]=1[CH:21]=O.C(N(CC)CC)C.